This data is from Catalyst prediction with 721,799 reactions and 888 catalyst types from USPTO. The task is: Predict which catalyst facilitates the given reaction. (1) Reactant: [CH:1]1([N:6]2[C:15]3[C:10](=[CH:11][C:12]([F:19])=[C:13]([F:18])[C:14]=3[O:16][CH3:17])[C:9](=[O:20])[C:8]([C:21]([O:23][CH2:24][CH3:25])=[O:22])=[CH:7]2)[CH2:5][CH2:4][CH2:3][CH2:2]1.[N+:26]([O-])([O-:28])=[O:27].[K+]. Product: [CH:1]1([N:6]2[C:15]3[C:10](=[C:11]([N+:26]([O-:28])=[O:27])[C:12]([F:19])=[C:13]([F:18])[C:14]=3[O:16][CH3:17])[C:9](=[O:20])[C:8]([C:21]([O:23][CH2:24][CH3:25])=[O:22])=[CH:7]2)[CH2:2][CH2:3][CH2:4][CH2:5]1. The catalyst class is: 82. (2) The catalyst class is: 389. Reactant: [CH3:1][NH:2][C:3]([C:5]1[N:9]([C:10]2[C:15]([Cl:16])=[CH:14][C:13]([Cl:17])=[CH:12][C:11]=2[Cl:18])[N:8]=[C:7]([CH3:19])[C:6]=1[N+:20]([O-])=O)=[O:4].[Sn](Cl)Cl. Product: [NH2:20][C:6]1[C:7]([CH3:19])=[N:8][N:9]([C:10]2[C:15]([Cl:16])=[CH:14][C:13]([Cl:17])=[CH:12][C:11]=2[Cl:18])[C:5]=1[C:3]([NH:2][CH3:1])=[O:4]. (3) Product: [CH2:29]([O:32][N:33]([C@H:13]1[CH2:12][N:11]([C:22]([O:24][C:25]([CH3:28])([CH3:27])[CH3:26])=[O:23])[C@H:10]([CH2:9][O:8][Si:1]([C:4]([CH3:6])([CH3:7])[CH3:5])([CH3:3])[CH3:2])[CH:15]=[C:14]1[C:16](=[O:20])[N:17]([CH3:19])[CH3:18])[S:34]([C:37]1[CH:42]=[CH:41][CH:40]=[CH:39][C:38]=1[N+:43]([O-:45])=[O:44])(=[O:36])=[O:35])[CH:30]=[CH2:31]. Reactant: [Si:1]([O:8][CH2:9][C@@H:10]1[CH:15]=[C:14]([C:16](=[O:20])[N:17]([CH3:19])[CH3:18])[C@H:13](O)[CH2:12][N:11]1[C:22]([O:24][C:25]([CH3:28])([CH3:27])[CH3:26])=[O:23])([C:4]([CH3:7])([CH3:6])[CH3:5])([CH3:3])[CH3:2].[CH2:29]([O:32][NH:33][S:34]([C:37]1[CH:42]=[CH:41][CH:40]=[CH:39][C:38]=1[N+:43]([O-:45])=[O:44])(=[O:36])=[O:35])[CH:30]=[CH2:31].C1(P(C2C=CC=CC=2)C2C=CC=CC=2)C=CC=CC=1.N(/C(OC(C)C)=O)=N\C(OC(C)C)=O. The catalyst class is: 11. (4) Product: [F:1][C:2]1[C:3]([NH:23][CH3:24])=[CH:4][C:5]2[O:10][CH2:9][N:8]([C:11]3[CH:12]=[CH:13][C:14]([C:15]([OH:17])=[O:16])=[CH:19][CH:20]=3)[C:7](=[O:21])[C:6]=2[CH:22]=1. Reactant: [F:1][C:2]1[C:3]([NH:23][CH3:24])=[CH:4][C:5]2[O:10][CH2:9][N:8]([C:11]3[CH:20]=[CH:19][C:14]([C:15]([O:17]C)=[O:16])=[CH:13][CH:12]=3)[C:7](=[O:21])[C:6]=2[CH:22]=1.[OH-].[Na+]. The catalyst class is: 38. (5) Reactant: [CH:1]([C:4]1[CH:9]=[CH:8][C:7]([C:10]2[C:14]3[C:15]([CH3:22])=[C:16]([NH2:21])[C:17]([CH3:20])=[C:18]([CH3:19])[C:13]=3[O:12][C:11]=2[CH3:23])=[CH:6][CH:5]=1)([CH3:3])[CH3:2].[CH3:24][O:25][C:26]1[CH:31]=[CH:30][C:29]([CH2:32][C:33](Cl)=[O:34])=[CH:28][CH:27]=1. Product: [CH:1]([C:4]1[CH:9]=[CH:8][C:7]([C:10]2[C:14]3[C:15]([CH3:22])=[C:16]([NH:21][C:33](=[O:34])[CH2:32][C:29]4[CH:30]=[CH:31][C:26]([O:25][CH3:24])=[CH:27][CH:28]=4)[C:17]([CH3:20])=[C:18]([CH3:19])[C:13]=3[O:12][C:11]=2[CH3:23])=[CH:6][CH:5]=1)([CH3:3])[CH3:2]. The catalyst class is: 5. (6) Reactant: [ClH:1].[Cl:2][CH2:3][C:4]1[N:5]=[CH:6][N:7]([CH2:9][CH3:10])[CH:8]=1.[C:11]1([P:17]([C:24]2[CH:29]=[CH:28][CH:27]=[CH:26][CH:25]=2)[C:18]2[CH:23]=[CH:22][CH:21]=[CH:20][CH:19]=2)[CH:16]=[CH:15][CH:14]=[CH:13][CH:12]=1. Product: [ClH:2].[Cl-:1].[CH2:9]([N:7]1[CH:8]=[C:4]([CH2:3][P+:17]([C:18]2[CH:19]=[CH:20][CH:21]=[CH:22][CH:23]=2)([C:24]2[CH:29]=[CH:28][CH:27]=[CH:26][CH:25]=2)[C:11]2[CH:12]=[CH:13][CH:14]=[CH:15][CH:16]=2)[N:5]=[CH:6]1)[CH3:10]. The catalyst class is: 10.